From a dataset of Full USPTO retrosynthesis dataset with 1.9M reactions from patents (1976-2016). Predict the reactants needed to synthesize the given product. (1) Given the product [C:43]([N:46]1[C:55]2[C:50](=[CH:51][C:52]([S:87]([CH3:72])(=[O:90])=[O:86])=[CH:53][CH:54]=2)[C@H:49]([NH:57][C:58](=[O:67])[O:59][CH2:60][C:61]2[CH:66]=[CH:65][CH:64]=[CH:63][CH:62]=2)[C@@H:48]([CH3:68])[C@@H:47]1[CH:69]1[CH2:71][CH2:70]1)(=[O:45])[CH3:44], predict the reactants needed to synthesize it. The reactants are: CC1(C)C2C(=C(P(C3C=CC=CC=3)C3C=CC=CC=3)C=CC=2)OC2C(P(C3C=CC=CC=3)C3C=CC=CC=3)=CC=CC1=2.[C:43]([N:46]1[C:55]2[C:50](=[CH:51][C:52](Br)=[CH:53][CH:54]=2)[C@H:49]([NH:57][C:58](=[O:67])[O:59][CH2:60][C:61]2[CH:66]=[CH:65][CH:64]=[CH:63][CH:62]=2)[C@@H:48]([CH3:68])[C@@H:47]1[CH:69]1[CH2:71][CH2:70]1)(=[O:45])[CH3:44].[CH3:72][S-].[Na+].ClC1C=C(C=CC=1)C(OO)=O.[O-:86][S:87]([O-:90])(=S)=O.[Na+].[Na+]. (2) The reactants are: [CH3:1][N:2]1[CH:6]=[C:5]([CH:7]([CH3:10])[CH2:8][NH2:9])[N:4]=[C:3]1[C:11]1[CH:16]=[CH:15][CH:14]=[CH:13][CH:12]=1.[F:17][C:18]([F:34])([F:33])[C:19]1[O:23][N:22]=[C:21]([C:24]2[CH:25]=[N:26][CH:27]=[C:28]([CH:32]=2)[C:29](O)=[O:30])[N:20]=1. Given the product [CH3:1][N:2]1[CH:6]=[C:5]([CH:7]([CH3:10])[CH2:8][NH:9][C:29](=[O:30])[C:28]2[CH:32]=[C:24]([C:21]3[N:20]=[C:19]([C:18]([F:34])([F:33])[F:17])[O:23][N:22]=3)[CH:25]=[N:26][CH:27]=2)[N:4]=[C:3]1[C:11]1[CH:16]=[CH:15][CH:14]=[CH:13][CH:12]=1, predict the reactants needed to synthesize it. (3) The reactants are: C([N:8]1[CH2:14][CH:13]([CH2:15][O:16][C:17]2[CH:22]=[CH:21][C:20]([F:23])=[C:19]([CH3:24])[CH:18]=2)[CH2:12][O:11][CH2:10][CH:9]1[CH3:25])C1C=CC=CC=1. Given the product [F:23][C:20]1[CH:21]=[CH:22][C:17]([O:16][CH2:15][CH:13]2[CH2:12][O:11][CH2:10][CH:9]([CH3:25])[NH:8][CH2:14]2)=[CH:18][C:19]=1[CH3:24], predict the reactants needed to synthesize it.